This data is from Full USPTO retrosynthesis dataset with 1.9M reactions from patents (1976-2016). The task is: Predict the reactants needed to synthesize the given product. (1) Given the product [CH3:35][C:31]1([CH3:36])[CH2:30][CH2:29][C:28]([CH3:38])([CH3:37])[C:27]2[CH:26]=[C:25](/[C:40](/[CH3:44])=[CH:41]\[CH2:42][OH:43])[CH:34]=[CH:33][C:32]1=2, predict the reactants needed to synthesize it. The reactants are: B1(B2OC(C)(C)C(C)(C)O2)OC(C)(C)C(C)(C)O1.C([O-])(=O)C.[K+].Br[C:25]1[CH:26]=[C:27]2[C:32](=[CH:33][CH:34]=1)[C:31]([CH3:36])([CH3:35])[CH2:30][CH2:29][C:28]2([CH3:38])[CH3:37].I/[C:40](/[CH3:44])=[CH:41]\[CH2:42][OH:43].C([O-])([O-])=O.[Na+].[Na+]. (2) The reactants are: [CH3:1][C:2]1[C:6]([CH3:7])=[C:5]([NH:8][C:9](=[O:16])OCC(Cl)(Cl)Cl)[O:4][N:3]=1.Cl.Cl.[F:19][C:20]1[CH:25]=[CH:24][C:23]([F:26])=[CH:22][C:21]=1[C:27]1[CH:32]=[CH:31][N:30]=[C:29]([N:33]2[CH2:38][CH2:37][NH:36][CH2:35][CH2:34]2)[N:28]=1. Given the product [CH3:1][C:2]1[C:6]([CH3:7])=[C:5]([NH:8][C:9]([N:36]2[CH2:37][CH2:38][N:33]([C:29]3[N:28]=[C:27]([C:21]4[CH:22]=[C:23]([F:26])[CH:24]=[CH:25][C:20]=4[F:19])[CH:32]=[CH:31][N:30]=3)[CH2:34][CH2:35]2)=[O:16])[O:4][N:3]=1, predict the reactants needed to synthesize it.